Task: Predict the reactants needed to synthesize the given product.. Dataset: Full USPTO retrosynthesis dataset with 1.9M reactions from patents (1976-2016) (1) Given the product [C:47]([OH:50])(=[O:49])[CH3:48].[C:3]([C:7]1[O:11][N:10]=[C:9]([NH:12][C:13]([NH:15][C:16]2[CH:21]=[CH:20][CH:19]=[C:18]([O:22][C:23]3[C:32]4[C:27](=[CH:28][C:29]([O:35][C@@H:36]5[CH2:40][CH2:39][N:38]([CH3:44])[CH2:37]5)=[C:30]([O:33][CH3:34])[CH:31]=4)[N:26]=[CH:25][N:24]=3)[CH:17]=2)=[O:14])[CH:8]=1)([CH3:6])([CH3:4])[CH3:5], predict the reactants needed to synthesize it. The reactants are: Cl.Cl.[C:3]([C:7]1[O:11][N:10]=[C:9]([NH:12][C:13]([NH:15][C:16]2[CH:21]=[CH:20][CH:19]=[C:18]([O:22][C:23]3[C:32]4[C:27](=[CH:28][C:29]([O:35][C@@H:36]5[CH2:40][CH2:39][NH:38][CH2:37]5)=[C:30]([O:33][CH3:34])[CH:31]=4)[N:26]=[CH:25][N:24]=3)[CH:17]=2)=[O:14])[CH:8]=1)([CH3:6])([CH3:5])[CH3:4].C=O.Cl[CH2:44]CCl.[C:47]([O:50][BH-]([O:50][C:47](=[O:49])[CH3:48])[O:50][C:47](=[O:49])[CH3:48])(=[O:49])[CH3:48].[Na+]. (2) Given the product [C:1]([O:5][CH2:6][CH2:7][CH2:8][CH2:9][CH2:10][CH2:11][CH2:12][CH2:13][CH2:14][CH2:15][CH2:16][P:17](=[O:18])([OH:22])[OH:19])(=[O:4])[CH:2]=[CH2:3], predict the reactants needed to synthesize it. The reactants are: [C:1]([O:5][CH2:6][CH2:7][CH2:8][CH2:9][CH2:10][CH2:11][CH2:12][CH2:13][CH2:14][CH2:15][CH2:16][P:17]([O:22]CC)([O:19]CC)=[O:18])(=[O:4])[CH:2]=[CH2:3].[Si](Br)(C)(C)C.Cl. (3) Given the product [O:32]1[C:27]2[CH:28]=[CH:29][C:30]([N:10]3[CH2:11][C@H:12]([CH2:13][OH:18])[O:8][C:9]3=[O:21])=[CH:23][C:35]=2[O:36][CH2:34][CH2:33]1, predict the reactants needed to synthesize it. The reactants are: C([O:8][C:9](=[O:21])[NH:10][C:11]1C=CC2OCC[O:18][C:13]=2[CH:12]=1)C1C=CC=CC=1.[Li][CH2:23]CCC.[C:27]([O:32][CH2:33][C@@H:34]1[O:36][CH2:35]1)(=O)[CH2:28][CH2:29][CH3:30].C([O-])([O-])=O.[Cs+].[Cs+].